Dataset: Full USPTO retrosynthesis dataset with 1.9M reactions from patents (1976-2016). Task: Predict the reactants needed to synthesize the given product. (1) Given the product [CH2:18]([O:17][N:10]1[C:11]2[C:16](=[CH:15][CH:14]=[CH:13][N:12]=2)[C:7]([C:34]2[CH:35]=[C:30]([CH:31]=[CH:32][CH:33]=2)[CH:28]=[O:29])=[CH:8][C:9]1=[O:25])[C:19]1[CH:24]=[CH:23][CH:22]=[CH:21][CH:20]=1, predict the reactants needed to synthesize it. The reactants are: FC(F)(F)S(O[C:7]1[C:16]2[C:11](=[N:12][CH:13]=[CH:14][CH:15]=2)[N:10]([O:17][CH2:18][C:19]2[CH:24]=[CH:23][CH:22]=[CH:21][CH:20]=2)[C:9](=[O:25])[CH:8]=1)(=O)=O.[CH:28]([C:30]1[CH:31]=[C:32](B(O)O)[CH:33]=[CH:34][CH:35]=1)=[O:29].C(=O)([O-])[O-].[Na+].[Na+]. (2) Given the product [CH2:25]([O:32][NH:33][C:21]([C:2]1([CH3:1])[O:7][CH2:6][CH:5]([CH2:8][C:9]2[N:10]=[C:11]([C:15]3[CH:20]=[CH:19][CH:18]=[CH:17][CH:16]=3)[O:12][C:13]=2[CH3:14])[CH2:4][O:3]1)=[O:22])[C:26]1[CH:31]=[CH:30][CH:29]=[CH:28][CH:27]=1, predict the reactants needed to synthesize it. The reactants are: [CH3:1][C:2]1([C:21](O)=[O:22])[O:7][CH2:6][CH:5]([CH2:8][C:9]2[N:10]=[C:11]([C:15]3[CH:20]=[CH:19][CH:18]=[CH:17][CH:16]=3)[O:12][C:13]=2[CH3:14])[CH2:4][O:3]1.Cl.[CH2:25]([O:32][NH2:33])[C:26]1[CH:31]=[CH:30][CH:29]=[CH:28][CH:27]=1.C1C=CC2N(O)N=NC=2C=1.CCN=C=NCCCN(C)C.C(N1CCOCC1)C. (3) Given the product [Cl:1][C:2]1[CH:3]=[C:4]([CH:17]=[C:18]([Cl:22])[C:19]=1[OH:20])[C:5]([N:7]1[C:11]2[CH:12]=[CH:13][CH:14]=[CH:15][C:10]=2[S:9](=[O:16])[CH2:8]1)=[O:6], predict the reactants needed to synthesize it. The reactants are: [Cl:1][C:2]1[CH:3]=[C:4]([CH:17]=[C:18]([Cl:22])[C:19]=1[O:20]C)[C:5]([N:7]1[C:11]2[CH:12]=[CH:13][CH:14]=[CH:15][C:10]=2[S:9](=[O:16])[CH2:8]1)=[O:6].[Cl-].[Li+].Cl. (4) Given the product [CH2:51]([O:54][C:5]1[CH:37]=[CH:36][C:8]([C:9]([NH:11][C:12]2[CH:13]=[CH:14][C:15]([C:18]3[CH:26]=[C:25]4[C:21]([CH2:22][N:23]([C@@H:28]([CH:33]([CH3:34])[CH3:35])[C:29]([O:31][CH3:32])=[O:30])[C:24]4=[O:27])=[CH:20][CH:19]=3)=[N:16][CH:17]=2)=[O:10])=[CH:7][CH:6]=1)[CH2:52][CH2:48][CH3:47], predict the reactants needed to synthesize it. The reactants are: C([C:5]1[CH:37]=[CH:36][C:8]([C:9]([NH:11][C:12]2[CH:13]=[CH:14][C:15]([C:18]3[CH:26]=[C:25]4[C:21]([CH2:22][N:23]([C@@H:28]([CH:33]([CH3:35])[CH3:34])[C:29]([O:31][CH3:32])=[O:30])[C:24]4=[O:27])=[CH:20][CH:19]=3)=[N:16][CH:17]=2)=[O:10])=[CH:7][CH:6]=1)(C)(C)C.NC1C=CC(C2C=[C:52]3[C:48](CN([C@@H](C(C)C)C(OC)=O)[C:51]3=[O:54])=[CH:47]C=2)=NC=1.C(OC1C=CC(C(Cl)=O)=CC=1)CCC. (5) Given the product [CH3:14][O:13][C:10]1[CH:9]=[CH:8][C:7]([C:6]2[C:2]([CH3:1])=[N:3][N:4]3[C:22]([C:16]4[CH:21]=[CH:20][CH:19]=[CH:18][CH:17]=4)=[CH:23][C:24](=[O:25])[NH:15][C:5]=23)=[CH:12][CH:11]=1, predict the reactants needed to synthesize it. The reactants are: [CH3:1][C:2]1[C:6]([C:7]2[CH:12]=[CH:11][C:10]([O:13][CH3:14])=[CH:9][CH:8]=2)=[C:5]([NH2:15])[NH:4][N:3]=1.[C:16]1([C:22](=O)[CH2:23][C:24](OCC)=[O:25])[CH:21]=[CH:20][CH:19]=[CH:18][CH:17]=1.